This data is from Reaction yield outcomes from USPTO patents with 853,638 reactions. The task is: Predict the reaction yield, written as a fraction of the theoretical maximum amount of product (1.0 means a 100% yield; for example, 0.34 means a 34% yield). The reactants are Br[C:2]1[N:6]([S:7]([C:10]2[CH:11]=[N:12][CH:13]=[CH:14][CH:15]=2)(=[O:9])=[O:8])[CH:5]=[C:4]([CH2:16][N:17]([CH3:25])[C:18](=[O:24])[O:19][C:20]([CH3:23])([CH3:22])[CH3:21])[CH:3]=1.[CH3:26][C:27]1[C:28](B(O)O)=[CH:29][S:30][CH:31]=1.C(=O)([O-])[O-].[Na+].[Na+]. The catalyst is C1C=CC([P]([Pd]([P](C2C=CC=CC=2)(C2C=CC=CC=2)C2C=CC=CC=2)([P](C2C=CC=CC=2)(C2C=CC=CC=2)C2C=CC=CC=2)[P](C2C=CC=CC=2)(C2C=CC=CC=2)C2C=CC=CC=2)(C2C=CC=CC=2)C2C=CC=CC=2)=CC=1. The product is [CH3:25][N:17]([CH2:16][C:4]1[CH:3]=[C:2]([C:28]2[C:27]([CH3:26])=[CH:31][S:30][CH:29]=2)[N:6]([S:7]([C:10]2[CH:11]=[N:12][CH:13]=[CH:14][CH:15]=2)(=[O:9])=[O:8])[CH:5]=1)[C:18](=[O:24])[O:19][C:20]([CH3:23])([CH3:22])[CH3:21]. The yield is 0.640.